From a dataset of Forward reaction prediction with 1.9M reactions from USPTO patents (1976-2016). Predict the product of the given reaction. (1) Given the reactants [Cl:1][C:2]1[CH:11]=[CH:10][C:9]2[C:4](=[CH:5][CH:6]=[C:7]([O:12][C@H:13]3[CH2:18][CH2:17][C@@H:16]([CH2:19][CH3:20])[CH2:15][CH2:14]3)[CH:8]=2)[N:3]=1.C1C(=O)N([I:28])C(=O)C1.C(O)(C(F)(F)F)=O, predict the reaction product. The product is: [Cl:1][C:2]1[CH:11]=[CH:10][C:9]2[C:4](=[CH:5][CH:6]=[C:7]([O:12][C@H:13]3[CH2:18][CH2:17][C@@H:16]([CH2:19][CH3:20])[CH2:15][CH2:14]3)[C:8]=2[I:28])[N:3]=1. (2) Given the reactants [CH2:1]([O:3][C:4](=[O:31])[CH2:5][CH:6]1[CH2:14][C:13]2[C:8](=[CH:9][CH:10]=[C:11]([C:15]3[CH:20]=[CH:19][C:18]([O:21]CC4C=CC=CC=4)=[C:17]([F:29])[CH:16]=3)[CH:12]=2)[C:7]1=[O:30])[CH3:2].B(Br)(Br)Br.O, predict the reaction product. The product is: [CH2:1]([O:3][C:4](=[O:31])[CH2:5][CH:6]1[CH2:14][C:13]2[C:8](=[CH:9][CH:10]=[C:11]([C:15]3[CH:20]=[CH:19][C:18]([OH:21])=[C:17]([F:29])[CH:16]=3)[CH:12]=2)[C:7]1=[O:30])[CH3:2]. (3) Given the reactants [NH2:1][C:2]1[C:10](Cl)=[N:9][CH:8]=[CH:7][C:3]=1[C:4]([NH2:6])=[O:5].[F:12][C:13]1[CH:20]=[N:19][CH:18]=[CH:17][C:14]=1[CH:15]=O.OS([O-])=O.[Na+].CC(N(C)C)=O, predict the reaction product. The product is: [F:12][C:13]1[CH:20]=[N:19][CH:18]=[CH:17][C:14]=1[C:15]1[N:6]=[C:4]([OH:5])[C:3]2[CH:7]=[CH:8][N:9]=[CH:10][C:2]=2[N:1]=1. (4) Given the reactants [CH3:1][C@H:2]1[N:7]([CH2:8][C:9]([F:12])([F:11])[F:10])[C:6](=[O:13])[CH:5]([NH:14]C(=O)OC(C)(C)C)[CH2:4][C@H:3]1[C:22]1[CH:27]=[C:26]([F:28])[CH:25]=[C:24]([F:29])[C:23]=1[F:30].O.C1(C)C=CC(S(O)(=O)=O)=CC=1.C(=O)([O-])[O-].[K+].[K+], predict the reaction product. The product is: [NH2:14][CH:5]1[CH2:4][C@@H:3]([C:22]2[CH:27]=[C:26]([F:28])[CH:25]=[C:24]([F:29])[C:23]=2[F:30])[C@@H:2]([CH3:1])[N:7]([CH2:8][C:9]([F:12])([F:11])[F:10])[C:6]1=[O:13].